Dataset: Peptide-MHC class I binding affinity with 185,985 pairs from IEDB/IMGT. Task: Regression. Given a peptide amino acid sequence and an MHC pseudo amino acid sequence, predict their binding affinity value. This is MHC class I binding data. (1) The peptide sequence is TSSARSSEW. The MHC is HLA-A02:03 with pseudo-sequence HLA-A02:03. The binding affinity (normalized) is 0.0847. (2) The binding affinity (normalized) is 0.0847. The MHC is HLA-A26:03 with pseudo-sequence HLA-A26:03. The peptide sequence is HRYLIRQSM. (3) The peptide sequence is GIRYPKTFGWL. The MHC is Mamu-A02 with pseudo-sequence Mamu-A02. The binding affinity (normalized) is 0.198. (4) The peptide sequence is QMDGAILVV. The MHC is HLA-A69:01 with pseudo-sequence HLA-A69:01. The binding affinity (normalized) is 0.247.